This data is from Forward reaction prediction with 1.9M reactions from USPTO patents (1976-2016). The task is: Predict the product of the given reaction. (1) Given the reactants [CH2:1]1[C:4]2([CH2:8][CH2:7][NH:6][CH2:5]2)[CH2:3][N:2]1[C:9]([O:11][C:12]([CH3:15])([CH3:14])[CH3:13])=[O:10].CCN(CC)CC.Cl[C:24]([O:26][CH3:27])=[O:25], predict the reaction product. The product is: [CH2:1]1[C:4]2([CH2:8][CH2:7][N:6]([C:24]([O:26][CH3:27])=[O:25])[CH2:5]2)[CH2:3][N:2]1[C:9]([O:11][C:12]([CH3:15])([CH3:14])[CH3:13])=[O:10]. (2) Given the reactants [S-:1][C:2]#[N:3].[K+].Cl.[NH2:6][CH:7]([C:17]1[CH:22]=[CH:21][N:20]=[C:19]([O:23][CH3:24])[CH:18]=1)[C:8]([C:10]1[CH:15]=[CH:14][C:13]([F:16])=[CH:12][CH:11]=1)=O.C([O-])(O)=O.[Na+], predict the reaction product. The product is: [F:16][C:13]1[CH:12]=[CH:11][C:10]([C:8]2[NH:3][C:2](=[S:1])[NH:6][C:7]=2[C:17]2[CH:22]=[CH:21][N:20]=[C:19]([O:23][CH3:24])[CH:18]=2)=[CH:15][CH:14]=1. (3) Given the reactants [CH3:1][C:2]1[CH:3]=[C:4]([CH:27]=[CH:28][CH:29]=1)[CH2:5][N:6]1[CH2:11][CH2:10][CH2:9][CH2:8][CH:7]1[C:12]([NH:14][C@H:15]([C:17]1[CH:26]=[CH:25][C:20]([C:21]([O:23]C)=[O:22])=[CH:19][CH:18]=1)[CH3:16])=[O:13].O[Li:31].O, predict the reaction product. The product is: [CH3:1][C:2]1[CH:3]=[C:4]([CH:27]=[CH:28][CH:29]=1)[CH2:5][N:6]1[CH2:11][CH2:10][CH2:9][CH2:8][CH:7]1[C:12]([NH:14][C@H:15]([C:17]1[CH:18]=[CH:19][C:20]([C:21]([O-:23])=[O:22])=[CH:25][CH:26]=1)[CH3:16])=[O:13].[Li+:31]. (4) Given the reactants [CH3:1][N:2]1[CH:6]=[C:5]([C:7]2[C:15]3[C:10](=[N:11][CH:12]=[C:13](B4OC(C)(C)C(C)(C)O4)[CH:14]=3)[N:9]([CH2:25][O:26][CH2:27][CH2:28][Si:29]([CH3:32])([CH3:31])[CH3:30])[CH:8]=2)[CH:4]=[N:3]1.C(O)(=[O:35])C.OO, predict the reaction product. The product is: [CH3:1][N:2]1[CH:6]=[C:5]([C:7]2[C:15]3[C:10](=[N:11][CH:12]=[C:13]([OH:35])[CH:14]=3)[N:9]([CH2:25][O:26][CH2:27][CH2:28][Si:29]([CH3:31])([CH3:30])[CH3:32])[CH:8]=2)[CH:4]=[N:3]1. (5) Given the reactants C1(P(C2CCCCC2)C2C=CC=CC=2C2C(C(C)C)=CC(C(C)C)=CC=2C(C)C)CCCCC1.[O:35]1[CH2:40][CH2:39][N:38]([C:41]2[C:46]([NH2:47])=[CH:45][C:44]([N:48]3[CH2:53][CH2:52][O:51][CH2:50][CH2:49]3)=[CH:43][N:42]=2)[CH2:37][CH2:36]1.Cl[C:55]1[C:64]2[C:59](=[CH:60][C:61]([F:65])=[CH:62][CH:63]=2)[N:58]=[C:57]([C:66]2[CH:71]=[C:70]([CH3:72])[CH:69]=[CH:68][N:67]=2)[C:56]=1[CH3:73].CC(C)([O-])C.[Na+], predict the reaction product. The product is: [O:35]1[CH2:40][CH2:39][N:38]([C:41]2[C:46]([NH:47][C:55]3[C:64]4[C:59](=[CH:60][C:61]([F:65])=[CH:62][CH:63]=4)[N:58]=[C:57]([C:66]4[CH:71]=[C:70]([CH3:72])[CH:69]=[CH:68][N:67]=4)[C:56]=3[CH3:73])=[CH:45][C:44]([N:48]3[CH2:49][CH2:50][O:51][CH2:52][CH2:53]3)=[CH:43][N:42]=2)[CH2:37][CH2:36]1. (6) The product is: [S:46]1[CH:24]=[N:26][N:27]=[C:6]1[C:5]1[S:1][CH:2]=[N:3][CH:4]=1. Given the reactants [S:1]1[C:5]([C:6](O)=O)=[CH:4][N:3]=[CH:2]1.CCN=C=NCCCN(C)C.C1C=CC2N(O)[N:27]=[N:26][C:24]=2C=1.CN1CCOCC1.COC1C=CC(P2(SP(C3C=CC(OC)=CC=3)(=S)S2)=[S:46])=CC=1, predict the reaction product. (7) Given the reactants [Cl:1][CH2:2][CH2:3][CH2:4][CH2:5][CH2:6][CH2:7][CH2:8][CH2:9][CH2:10][CH2:11][CH2:12][CH2:13][CH2:14][CH2:15][CH2:16][CH3:17].[CH3:18][N:19]1[CH:23]=[CH:22][N:21]=[C:20]1[CH3:24], predict the reaction product. The product is: [Cl-:1].[CH3:18][N+:19]1[CH:23]=[CH:22][N:21]([CH2:2][CH2:3][CH2:4][CH2:5][CH2:6][CH2:7][CH2:8][CH2:9][CH2:10][CH2:11][CH2:12][CH2:13][CH2:14][CH2:15][CH2:16][CH3:17])[C:20]=1[CH3:24]. (8) Given the reactants Cl[C:2]1[N:7]=[N:6][C:5]([CH2:8][N:9]2[CH:14]=[C:13]3[N:15]=[C:16]([C:18]4[CH:23]=[CH:22][CH:21]=[C:20]([F:24])[C:19]=4[F:25])[N:17]=[C:12]3[CH:11]=[N:10]2)=[CH:4][CH:3]=1.[CH2:26]([C:28]1[CH:33]=[CH:32][C:31](B(O)O)=[CH:30][CH:29]=1)[CH3:27], predict the reaction product. The product is: [F:25][C:19]1[C:20]([F:24])=[CH:21][CH:22]=[CH:23][C:18]=1[C:16]1[N:17]=[C:12]2[CH:11]=[N:10][N:9]([CH2:8][C:5]3[N:6]=[N:7][C:2]([C:31]4[CH:32]=[CH:33][C:28]([CH2:26][CH3:27])=[CH:29][CH:30]=4)=[CH:3][CH:4]=3)[CH:14]=[C:13]2[N:15]=1. (9) Given the reactants [I:1][C:2]1[C:7]2[C:8](=[O:21])[C:9]3[CH:16]=[CH:15][CH:14]=[C:13]([C:17]([O:19][CH3:20])=[O:18])[C:10]=3[CH2:11][CH2:12][C:6]=2[CH:5]=[CH:4][CH:3]=1.IC1C2C(=O)C3C=CC=CC=3CCC=2C(C(OC)=O)=CC=1.BrN1C(=O)CCC1=O.N(C(C)(C)C#N)=NC(C)(C)C#N, predict the reaction product. The product is: [I:1][C:2]1[C:7]2[C:8](=[O:21])[C:9]3[CH:16]=[CH:15][CH:14]=[C:13]([C:17]([O:19][CH3:20])=[O:18])[C:10]=3[CH:11]=[CH:12][C:6]=2[CH:5]=[CH:4][CH:3]=1.